Dataset: Forward reaction prediction with 1.9M reactions from USPTO patents (1976-2016). Task: Predict the product of the given reaction. Given the reactants Cl[CH2:2][C:3]([C:5]1[CH:10]=[C:9]([CH:11]([CH3:13])[CH3:12])[C:8]([OH:14])=[C:7]([CH:15]([CH3:17])[CH3:16])[CH:6]=1)=[O:4].[I-:18].[Na+].CCCCCC, predict the reaction product. The product is: [OH:14][C:8]1[C:9]([CH:11]([CH3:13])[CH3:12])=[CH:10][C:5]([C:3](=[O:4])[CH2:2][I:18])=[CH:6][C:7]=1[CH:15]([CH3:17])[CH3:16].